This data is from hERG potassium channel inhibition data for cardiac toxicity prediction from Karim et al.. The task is: Regression/Classification. Given a drug SMILES string, predict its toxicity properties. Task type varies by dataset: regression for continuous values (e.g., LD50, hERG inhibition percentage) or binary classification for toxic/non-toxic outcomes (e.g., AMES mutagenicity, cardiotoxicity, hepatotoxicity). Dataset: herg_karim. (1) The drug is Cc1ccc(C[C@@H](C(=O)O)N2CCC(CN3CCC(Oc4ccc(Cl)c(Cl)c4)CC3)CC2)cc1. The result is 1 (blocker). (2) The drug is Cc1ccc(Nc2c(-c3ccc(F)cc3)nc3n2CCN(C(=O)C(C)(C)N)C3(C)C)cc1. The result is 0 (non-blocker). (3) The molecule is Cn1ncnc1Cn1cc(CN(C(=O)C2CNCCC2(O)c2ccc(F)c(F)c2)C2CC2)c2c(F)cccc21. The result is 1 (blocker).